Dataset: NCI-60 drug combinations with 297,098 pairs across 59 cell lines. Task: Regression. Given two drug SMILES strings and cell line genomic features, predict the synergy score measuring deviation from expected non-interaction effect. Drug 1: C1=CN(C(=O)N=C1N)C2C(C(C(O2)CO)O)O.Cl. Drug 2: CC1CCC2CC(C(=CC=CC=CC(CC(C(=O)C(C(C(=CC(C(=O)CC(OC(=O)C3CCCCN3C(=O)C(=O)C1(O2)O)C(C)CC4CCC(C(C4)OC)OCCO)C)C)O)OC)C)C)C)OC. Cell line: NCI-H322M. Synergy scores: CSS=3.62, Synergy_ZIP=4.80, Synergy_Bliss=-2.35, Synergy_Loewe=-7.46, Synergy_HSA=-7.84.